From a dataset of NCI-60 drug combinations with 297,098 pairs across 59 cell lines. Regression. Given two drug SMILES strings and cell line genomic features, predict the synergy score measuring deviation from expected non-interaction effect. Drug 1: C1CCN(CC1)CCOC2=CC=C(C=C2)C(=O)C3=C(SC4=C3C=CC(=C4)O)C5=CC=C(C=C5)O. Drug 2: CC1CCC2CC(C(=CC=CC=CC(CC(C(=O)C(C(C(=CC(C(=O)CC(OC(=O)C3CCCCN3C(=O)C(=O)C1(O2)O)C(C)CC4CCC(C(C4)OC)OCCO)C)C)O)OC)C)C)C)OC. Cell line: PC-3. Synergy scores: CSS=25.0, Synergy_ZIP=-7.65, Synergy_Bliss=-0.486, Synergy_Loewe=-14.5, Synergy_HSA=-1.79.